This data is from Forward reaction prediction with 1.9M reactions from USPTO patents (1976-2016). The task is: Predict the product of the given reaction. (1) Given the reactants [Br:1][CH2:2][C:3](=[O:11])[C:4](=[N:8][O:9][CH3:10])[C:5](O)=[O:6].P(Cl)(Cl)(Cl)(Cl)[Cl:13], predict the reaction product. The product is: [Br:1][CH2:2][C:3](=[O:11])[C:4](=[N:8][O:9][CH3:10])[C:5]([Cl:13])=[O:6]. (2) Given the reactants [C:1]([O:5][C:6]([C:8]1[CH:9]=[N:10][N:11]([CH2:14]C2C=CC(C(OC)=O)=CC=2)[C:12]=1[Cl:13])=[O:7])([CH3:4])([CH3:3])[CH3:2].C(OC(C1C=NN(C[C:39]2[CH:44]=[CH:43][CH:42]=[C:41]([C:45]([O:47][CH3:48])=[O:46])[CH:40]=2)C=1N)=O)(C)(C)C, predict the reaction product. The product is: [C:1]([O:5][C:6]([C:8]1[CH:9]=[N:10][N:11]([CH2:14][C:39]2[CH:44]=[CH:43][CH:42]=[C:41]([C:45]([O:47][CH3:48])=[O:46])[CH:40]=2)[C:12]=1[Cl:13])=[O:7])([CH3:4])([CH3:2])[CH3:3]. (3) Given the reactants [F:1][C:2]1[CH:7]=[CH:6][C:5]([CH2:8][C:9]2[CH:18]=[C:17]3[C:12]([C:13]([OH:33])=[C:14]([C:28](OCC)=[O:29])[C:15](=[O:27])[N:16]3[CH2:19][C:20](=[O:26])[N:21]3[CH2:25][CH2:24][CH2:23][CH2:22]3)=[N:11][CH:10]=2)=[CH:4][CH:3]=1.[CH2:34]([CH2:36][NH2:37])[OH:35], predict the reaction product. The product is: [F:1][C:2]1[CH:3]=[CH:4][C:5]([CH2:8][C:9]2[CH:18]=[C:17]3[C:12]([C:13]([OH:33])=[C:14]([C:28]([NH:37][CH2:36][CH2:34][OH:35])=[O:29])[C:15](=[O:27])[N:16]3[CH2:19][C:20](=[O:26])[N:21]3[CH2:25][CH2:24][CH2:23][CH2:22]3)=[N:11][CH:10]=2)=[CH:6][CH:7]=1. (4) Given the reactants [CH3:1][N:2]([C:15]1[CH:20]=[CH:19][C:18]([C:21]([F:24])([F:23])[F:22])=[CH:17][CH:16]=1)[S:3]([C:6]1[CH:14]=[CH:13][C:9]([C:10](O)=[O:11])=[CH:8][CH:7]=1)(=[O:5])=[O:4].[N:25]1[CH:30]=[CH:29][CH:28]=[CH:27][C:26]=1[C:31]1[N:32]=[C:33]([NH2:36])[S:34][CH:35]=1, predict the reaction product. The product is: [CH3:1][N:2]([C:15]1[CH:20]=[CH:19][C:18]([C:21]([F:23])([F:22])[F:24])=[CH:17][CH:16]=1)[S:3]([C:6]1[CH:14]=[CH:13][C:9]([C:10]([NH:36][C:33]2[S:34][CH:35]=[C:31]([C:26]3[CH:27]=[CH:28][CH:29]=[CH:30][N:25]=3)[N:32]=2)=[O:11])=[CH:8][CH:7]=1)(=[O:4])=[O:5]. (5) Given the reactants COCC([O:6][CH2:7][CH:8]1[CH2:13][CH2:12][N:11]([C:14](=O)[CH2:15][O:16][CH3:17])[CH2:10][CH2:9]1)=O.[H-].[H-].[H-].[H-].[Li+].[Al+3].O.[OH-].[Na+], predict the reaction product. The product is: [CH3:17][O:16][CH2:15][CH2:14][N:11]1[CH2:12][CH2:13][CH:8]([CH2:7][OH:6])[CH2:9][CH2:10]1. (6) The product is: [C:44]([C:48]1[CH:68]=[CH:67][C:51]([CH2:52][N:53]([CH2:54][CH2:55][C:56]2[CH:61]=[CH:60][C:59]([C:62]([F:65])([F:63])[F:64])=[C:58]([F:66])[CH:57]=2)[C:10]([C:8]2[CH:7]=[CH:6][CH:5]=[C:4]3[C:9]=2[NH:1][CH:2]=[CH:3]3)=[O:12])=[CH:50][CH:49]=1)([CH3:47])([CH3:45])[CH3:46]. Given the reactants [NH:1]1[C:9]2[C:4](=[CH:5][CH:6]=[CH:7][C:8]=2[C:10]([OH:12])=O)[CH:3]=[CH:2]1.CN(C(ON1N=NC2C=CC=CC1=2)=[N+](C)C)C.[B-](F)(F)(F)F.C(N(CC)C(C)C)(C)C.[C:44]([C:48]1[CH:68]=[CH:67][C:51]([CH2:52][NH:53][CH2:54][CH2:55][C:56]2[CH:61]=[CH:60][C:59]([C:62]([F:65])([F:64])[F:63])=[C:58]([F:66])[CH:57]=2)=[CH:50][CH:49]=1)([CH3:47])([CH3:46])[CH3:45], predict the reaction product. (7) Given the reactants [C:1]1([C:7]#[C:8][C:9]2[CH:10]=[C:11]([CH:14]=O)[S:12][CH:13]=2)[CH:6]=[CH:5][CH:4]=[CH:3][CH:2]=1.[C:16]1([C@H:22]([NH2:24])[CH3:23])[CH:21]=[CH:20][CH:19]=[CH:18][CH:17]=1, predict the reaction product. The product is: [C:16]1([C@H:22]([NH:24][CH2:14][C:11]2[S:12][CH:13]=[C:9]([C:8]#[C:7][C:1]3[CH:6]=[CH:5][CH:4]=[CH:3][CH:2]=3)[CH:10]=2)[CH3:23])[CH:21]=[CH:20][CH:19]=[CH:18][CH:17]=1.